Dataset: Forward reaction prediction with 1.9M reactions from USPTO patents (1976-2016). Task: Predict the product of the given reaction. (1) Given the reactants B(Br)(Br)Br.C[O:6][CH2:7][C:8]1([C:17]2[CH:22]=[CH:21][CH:20]=[C:19]([O:23]C)[CH:18]=2)[CH2:14][CH2:13][CH2:12][CH2:11][N:10]([CH3:15])[C:9]1=[O:16], predict the reaction product. The product is: [OH:6][CH2:7][C:8]1([C:17]2[CH:22]=[CH:21][CH:20]=[C:19]([OH:23])[CH:18]=2)[CH2:14][CH2:13][CH2:12][CH2:11][N:10]([CH3:15])[C:9]1=[O:16]. (2) The product is: [C:17]([NH:2][C@H:3]1[CH2:10][CH2:9][CH2:8][NH:7][C:5](=[O:6])[CH2:4]1)(=[O:35])[CH2:18][CH2:19][CH2:20][CH2:21][CH2:22][CH2:23][CH2:24][CH2:25][CH2:26][CH2:27][CH2:28][CH2:29][CH2:30][CH2:31][CH2:32][CH2:33][CH3:34]. Given the reactants Cl.[NH2:2][C@H:3]1[CH2:10][CH2:9][CH2:8][NH:7][C:5](=[O:6])[CH2:4]1.C([O-])([O-])=O.[Na+].[Na+].[C:17](Cl)(=[O:35])[CH2:18][CH2:19][CH2:20][CH2:21][CH2:22][CH2:23][CH2:24][CH2:25][CH2:26][CH2:27][CH2:28][CH2:29][CH2:30][CH2:31][CH2:32][CH2:33][CH3:34], predict the reaction product. (3) Given the reactants [Cl:1][C:2]1[CH:3]=[C:4]2[C:9](=[O:10])[O:8][C:6](=O)[C:5]2=[CH:11][CH:12]=1.Cl.[CH3:14][O:15][C:16](=[O:25])[C:17]1[CH:22]=[CH:21][C:20]([CH2:23][NH2:24])=[CH:19][CH:18]=1, predict the reaction product. The product is: [CH3:6][O:8][C:9]([C:4]1[N:24]([CH2:23][C:20]2[CH:21]=[CH:22][C:17]([C:16]([O:15][CH3:14])=[O:25])=[CH:18][CH:19]=2)[C:6](=[O:8])[C:5]2[C:4]([C:9]=1[OH:10])=[CH:3][C:2]([Cl:1])=[CH:12][CH:11]=2)=[O:10]. (4) The product is: [Br-:10].[F:1][C:2]1[CH:7]=[CH:6][C:5]([CH2:8][CH2:9][P+:17]([C:18]2[CH:19]=[CH:20][CH:21]=[CH:22][CH:23]=2)([C:24]2[CH:29]=[CH:28][CH:27]=[CH:26][CH:25]=2)[C:11]2[CH:12]=[CH:13][CH:14]=[CH:15][CH:16]=2)=[CH:4][CH:3]=1. Given the reactants [F:1][C:2]1[CH:7]=[CH:6][C:5]([CH2:8][CH2:9][Br:10])=[CH:4][CH:3]=1.[C:11]1([P:17]([C:24]2[CH:29]=[CH:28][CH:27]=[CH:26][CH:25]=2)[C:18]2[CH:23]=[CH:22][CH:21]=[CH:20][CH:19]=2)[CH:16]=[CH:15][CH:14]=[CH:13][CH:12]=1, predict the reaction product.